This data is from Reaction yield outcomes from USPTO patents with 853,638 reactions. The task is: Predict the reaction yield, written as a fraction of the theoretical maximum amount of product (1.0 means a 100% yield; for example, 0.34 means a 34% yield). The reactants are [CH:1]1([S:4]([C:7]2[CH:12]=[CH:11][C:10]([CH:13]([C:21]3[NH:25][C:24]([C:26]4[S:30][C:29]([CH:31]=O)=[N:28][N:27]=4)=[CH:23][CH:22]=3)[CH2:14][CH:15]3[CH2:20][CH2:19][O:18][CH2:17][CH2:16]3)=[CH:9][CH:8]=2)(=[O:6])=[O:5])[CH2:3][CH2:2]1.Cl.[NH+:34]1([O-:40])[CH2:39][CH2:38][S:37][CH2:36][CH2:35]1.C(O[BH-](OC(=O)C)OC(=O)C)(=O)C.[Na+].C(=O)([O-])O.[Na+]. The catalyst is O1CCCC1.C(N(CC)CC)C. The product is [CH:1]1([S:4]([C:7]2[CH:8]=[CH:9][C:10]([CH:13]([C:21]3[NH:25][C:24]([C:26]4[S:30][C:29]([CH2:31][N+:34]5([O-:40])[CH2:39][CH2:38][S:37][CH2:36][CH2:35]5)=[N:28][N:27]=4)=[CH:23][CH:22]=3)[CH2:14][CH:15]3[CH2:16][CH2:17][O:18][CH2:19][CH2:20]3)=[CH:11][CH:12]=2)(=[O:6])=[O:5])[CH2:3][CH2:2]1. The yield is 0.240.